From a dataset of Catalyst prediction with 721,799 reactions and 888 catalyst types from USPTO. Predict which catalyst facilitates the given reaction. (1) Reactant: [H-].[Na+].[C:3]([O:7][CH2:8][CH3:9])(=[O:6])[CH2:4][OH:5].[CH2:10](Br)[CH:11]=[CH2:12].[NH4+].[Cl-]. The catalyst class is: 25. Product: [CH2:8]([O:7][C:3](=[O:6])[CH2:4][O:5][CH2:12][CH:11]=[CH2:10])[CH3:9]. (2) Reactant: [O:1]1[CH:5]=[CH:4][CH:3]=[C:2]1[C:6]1[CH:13]=[CH:12][C:9]([C:10]#[N:11])=[CH:8][C:7]=1[OH:14].B.C1COCC1. Product: [NH2:11][CH2:10][C:9]1[CH:12]=[CH:13][C:6]([C:2]2[O:1][CH:5]=[CH:4][CH:3]=2)=[C:7]([OH:14])[CH:8]=1. The catalyst class is: 1.